Dataset: M1 muscarinic receptor antagonist screen with 61,756 compounds. Task: Binary Classification. Given a drug SMILES string, predict its activity (active/inactive) in a high-throughput screening assay against a specified biological target. (1) The molecule is S(=O)(=O)(c1ccc(c2nn(nn2)CC(=O)NC(CC)(C)C#C)cc1)C. The result is 0 (inactive). (2) The drug is N1(C(c2n(nnn2)C(C)(C)C)c2cc(ccc2)C#N)CCCc2c1cccc2. The result is 0 (inactive). (3) The compound is s1c2c(CCN(C2)C)c(c1NC(NC(=O)CC)(C(F)(F)F)C(OCC)=O)C(OC)=O. The result is 0 (inactive). (4) The molecule is o1c2c(cc(c1=O)C(Oc1cccnc1)=O)cccc2. The result is 0 (inactive). (5) The compound is S(CC(=O)c1cc2OCCOc2cc1)c1oc2c(n1)cccc2. The result is 0 (inactive). (6) The molecule is s1c(c(nc1NC(=O)c1c(F)cccc1)C)C(=O)NCC(OCC)=O. The result is 0 (inactive). (7) The drug is O=c1n(c2ccc(cc2)C)c(=O)cc(NCc2cccnc2)[nH]1. The result is 0 (inactive).